From a dataset of Full USPTO retrosynthesis dataset with 1.9M reactions from patents (1976-2016). Predict the reactants needed to synthesize the given product. (1) Given the product [N:1]1[CH:6]=[CH:5][CH:4]=[CH:3][C:2]=1[C:7]1[C:11]([O:12][C:13]2[CH:18]=[CH:17][N:16]=[C:15]([NH:19][C:20]3[CH:21]=[CH:22][C:23]([C:26]([OH:29])([CH3:27])[CH3:28])=[N:24][CH:25]=3)[CH:14]=2)=[CH:10][NH:9][N:8]=1, predict the reactants needed to synthesize it. The reactants are: [N:1]1[CH:6]=[CH:5][CH:4]=[CH:3][C:2]=1[C:7]1[C:11]([O:12][C:13]2[CH:18]=[CH:17][N:16]=[C:15]([NH:19][C:20]3[CH:21]=[CH:22][C:23]([C:26]([OH:29])([CH3:28])[CH3:27])=[N:24][CH:25]=3)[CH:14]=2)=[CH:10][N:9](COCC[Si](C)(C)C)[N:8]=1.C([SiH](CC)CC)C. (2) Given the product [C:8]([C:6]1[CH:5]=[CH:4][C:3]2[NH:12][C:13]([CH2:14][CH:15]3[CH2:16][CH:17]([N:19]([CH2:21][C@@H:22]4[C@H:29]5[O:28][C:27]([CH3:31])([CH3:30])[O:26][C@H:25]5[C@H:24]([N:32]5[C:36]6[N:37]=[CH:38][N:39]=[C:40]([NH:41][CH2:42][C:43]7[CH:48]=[CH:47][C:46]([O:49][CH3:50])=[CH:45][C:44]=7[O:51][CH3:52])[C:35]=6[CH:34]=[CH:33]5)[O:23]4)[CH3:20])[CH2:18]3)=[N:1][C:2]=2[CH:7]=1)([CH3:9])([CH3:11])[CH3:10], predict the reactants needed to synthesize it. The reactants are: [NH2:1][C:2]1[CH:7]=[C:6]([C:8]([CH3:11])([CH3:10])[CH3:9])[CH:5]=[CH:4][C:3]=1[NH:12][C:13](=O)[CH2:14][CH:15]1[CH2:18][CH:17]([N:19]([CH2:21][C@@H:22]2[C@@H:29]3[C@@H:25]([O:26][C:27]([CH3:31])([CH3:30])[O:28]3)[C@H:24]([N:32]3[C:36]4[N:37]=[CH:38][N:39]=[C:40]([NH:41][CH2:42][C:43]5[CH:48]=[CH:47][C:46]([O:49][CH3:50])=[CH:45][C:44]=5[O:51][CH3:52])[C:35]=4[CH:34]=[CH:33]3)[O:23]2)[CH3:20])[CH2:16]1.